Task: Binary Classification. Given a drug SMILES string, predict its activity (active/inactive) in a high-throughput screening assay against a specified biological target.. Dataset: M1 muscarinic receptor antagonist screen with 61,756 compounds (1) The molecule is Brc1ccc(OC(=O)C2CN(C(=O)C2)c2ccc(F)cc2)cc1. The result is 0 (inactive). (2) The molecule is Clc1cc(C(=O)NCc2cccnc2)ccc1. The result is 0 (inactive).